Dataset: Full USPTO retrosynthesis dataset with 1.9M reactions from patents (1976-2016). Task: Predict the reactants needed to synthesize the given product. Given the product [C:28]([OH:33])(=[O:32])[C:29]([OH:31])=[O:30].[OH:6][NH:5][C:11](=[O:10])[CH2:12][CH2:13][CH2:14][CH2:15][CH2:16][NH:17][S:18]([C:21]1[CH:22]=[N:23][CH:24]=[CH:25][CH:26]=1)(=[O:20])=[O:19], predict the reactants needed to synthesize it. The reactants are: C[O-].[Na+].Cl.[NH2:5][OH:6].[Na+].[Cl-].C[O:10][C:11](=O)[CH2:12][CH2:13][CH2:14][CH2:15][CH2:16][NH:17][S:18]([C:21]1[CH:22]=[N:23][CH:24]=[CH:25][CH:26]=1)(=[O:20])=[O:19].[C:28]([OH:33])(=[O:32])[C:29]([OH:31])=[O:30].